This data is from Full USPTO retrosynthesis dataset with 1.9M reactions from patents (1976-2016). The task is: Predict the reactants needed to synthesize the given product. Given the product [CH3:16][O:15][C:11]1[CH:12]=[C:13]2[C:8](=[CH:9][C:10]=1[O:17][CH3:18])[NH:7][C:6]1[N:5]=[CH:4][N:3]=[C:2]([N:19]3[CH2:24][CH2:23][NH:22][CH2:21][CH2:20]3)[C:14]2=1, predict the reactants needed to synthesize it. The reactants are: Cl[C:2]1[CH:14]2[CH:6]([NH:7][C:8]3[C:13]2=[CH:12][C:11]([O:15][CH3:16])=[C:10]([O:17][CH3:18])[CH:9]=3)[N:5]=[CH:4][N:3]=1.[NH:19]1[CH2:24][CH2:23][NH:22][CH2:21][CH2:20]1.N1C=CC=CC=1.